From a dataset of Catalyst prediction with 721,799 reactions and 888 catalyst types from USPTO. Predict which catalyst facilitates the given reaction. (1) Reactant: [C:1]([C:5]1[CH:18]=[CH:17][C:8]([C:9]([NH:11][C:12]([CH3:16])([CH3:15])[CH2:13][OH:14])=O)=[CH:7][CH:6]=1)([CH3:4])([CH3:3])[CH3:2].S(Cl)(Cl)=O. Product: [C:1]([C:5]1[CH:18]=[CH:17][C:8]([C:9]2[O:14][CH2:13][C:12]([CH3:16])([CH3:15])[N:11]=2)=[CH:7][CH:6]=1)([CH3:4])([CH3:3])[CH3:2]. The catalyst class is: 28. (2) Reactant: [Li+].[OH-].[Br:3][C:4]1[CH:5]=[CH:6][C:7]([O:21][CH2:22][C:23]2[CH:28]=[CH:27][C:26]([F:29])=[CH:25][CH:24]=2)=[C:8]([CH:20]=1)[C:9]([O:11]CC1C=CC(F)=CC=1)=[O:10].Cl. Product: [Br:3][C:4]1[CH:5]=[CH:6][C:7]([O:21][CH2:22][C:23]2[CH:24]=[CH:25][C:26]([F:29])=[CH:27][CH:28]=2)=[C:8]([CH:20]=1)[C:9]([OH:11])=[O:10]. The catalyst class is: 30. (3) Reactant: [CH:1]([N:4]1[CH2:10][CH2:9][CH2:8][C:7]2[O:11][C:12]3[CH:17]=[C:16]([N:18]4[CH:23]=[CH:22][C:21]([O:24][CH2:25][C:26]5[CH:31]=[CH:30][CH:29]=[C:28]([C:32]([F:35])([F:34])[F:33])[N:27]=5)=[CH:20][C:19]4=[O:36])[CH:15]=[CH:14][C:13]=3[C:6]=2[CH2:5]1)([CH3:3])[CH3:2].[ClH:37].CCOCC. Product: [ClH:37].[CH:1]([N:4]1[CH2:10][CH2:9][CH2:8][C:7]2[O:11][C:12]3[CH:17]=[C:16]([N:18]4[CH:23]=[CH:22][C:21]([O:24][CH2:25][C:26]5[CH:31]=[CH:30][CH:29]=[C:28]([C:32]([F:35])([F:33])[F:34])[N:27]=5)=[CH:20][C:19]4=[O:36])[CH:15]=[CH:14][C:13]=3[C:6]=2[CH2:5]1)([CH3:3])[CH3:2]. The catalyst class is: 5. (4) Reactant: [NH2:1][CH:2]([CH2:6][C:7]1[CH:12]=[CH:11][C:10]([N:13]([CH2:17][CH2:18][Cl:19])[CH2:14][CH2:15][Cl:16])=[CH:9][CH:8]=1)[C:3]([OH:5])=[O:4].C(=O)([O-])O.[Na+].[C:25](OC(=O)C)(=[O:27])[CH3:26].Cl. Product: [C:25]([NH:1][CH:2]([CH2:6][C:7]1[CH:12]=[CH:11][C:10]([N:13]([CH2:14][CH2:15][Cl:16])[CH2:17][CH2:18][Cl:19])=[CH:9][CH:8]=1)[C:3]([OH:5])=[O:4])(=[O:27])[CH3:26]. The catalyst class is: 38. (5) Reactant: [Cl:1][C:2]1[C:7]([CH:8]=O)=[C:6]([NH2:10])[CH:5]=[CH:4][N:3]=1.[CH3:11][C:12]([C:14]([CH3:17])([CH3:16])[CH3:15])=O.N1CCCCC1.C(O)C. Product: [C:14]([C:12]1[CH:11]=[CH:8][C:7]2[C:6](=[CH:5][CH:4]=[N:3][C:2]=2[Cl:1])[N:10]=1)([CH3:17])([CH3:16])[CH3:15]. The catalyst class is: 4.